This data is from Forward reaction prediction with 1.9M reactions from USPTO patents (1976-2016). The task is: Predict the product of the given reaction. (1) Given the reactants [Cl:1][C:2]1[N:3]=[C:4](Cl)[C:5]2[S:10][CH:9]=[C:8]([CH3:11])[C:6]=2[N:7]=1.[CH2:13]([NH:16][CH2:17][CH:18]=[CH2:19])[CH:14]=[CH2:15], predict the reaction product. The product is: [CH2:13]([N:16]([CH2:17][CH:18]=[CH2:19])[C:4]1[C:5]2[S:10][CH:9]=[C:8]([CH3:11])[C:6]=2[N:7]=[C:2]([Cl:1])[N:3]=1)[CH:14]=[CH2:15]. (2) Given the reactants [F:1][C:2]1[CH:3]=[C:4]([C:8]2[C:13]([C:14]3[CH:19]=[CH:18][N:17]=[CH:16][CH:15]=3)=[CH:12][C:11]([NH2:20])=[C:10]([NH2:21])[N:9]=2)[CH:5]=[CH:6][CH:7]=1.C(O[C:25](OCC)(OCC)[CH2:26][CH3:27])C, predict the reaction product. The product is: [CH2:26]([C:27]1[NH:21][C:10]2=[N:9][C:8]([C:4]3[CH:5]=[CH:6][CH:7]=[C:2]([F:1])[CH:3]=3)=[C:13]([C:14]3[CH:19]=[CH:18][N:17]=[CH:16][CH:15]=3)[CH:12]=[C:11]2[N:20]=1)[CH3:25].